Predict the reactants needed to synthesize the given product. From a dataset of Full USPTO retrosynthesis dataset with 1.9M reactions from patents (1976-2016). Given the product [CH:10]1([C:2]2[CH:7]=[C:6]([CH2:8][OH:9])[CH:5]=[CH:4][N:3]=2)[CH2:12][CH2:11]1, predict the reactants needed to synthesize it. The reactants are: Br[C:2]1[CH:7]=[C:6]([CH2:8][OH:9])[CH:5]=[CH:4][N:3]=1.[CH:10]1(B(O)O)[CH2:12][CH2:11]1.P([O-])([O-])([O-])=O.[K+].[K+].[K+].C1(P(C2CCCCC2)C2CCCCC2)CCCCC1.